Dataset: CYP2C9 inhibition data for predicting drug metabolism from PubChem BioAssay. Task: Regression/Classification. Given a drug SMILES string, predict its absorption, distribution, metabolism, or excretion properties. Task type varies by dataset: regression for continuous measurements (e.g., permeability, clearance, half-life) or binary classification for categorical outcomes (e.g., BBB penetration, CYP inhibition). Dataset: cyp2c9_veith. The compound is c1csc(CNc2cc(-c3ccoc3)ncn2)c1. The result is 0 (non-inhibitor).